Task: Predict the product of the given reaction.. Dataset: Forward reaction prediction with 1.9M reactions from USPTO patents (1976-2016) (1) Given the reactants [C:1]([O:5][C:6](=[O:14])[CH2:7]P(OC)(OC)=O)([CH3:4])([CH3:3])[CH3:2].C([Li])CCC.[Br:20][C:21]1[CH:22]=[C:23]([C:27](=O)[CH3:28])[CH:24]=[CH:25][CH:26]=1, predict the reaction product. The product is: [Br:20][C:21]1[CH:22]=[C:23](/[C:27](/[CH3:28])=[CH:7]/[C:6]([O:5][C:1]([CH3:4])([CH3:3])[CH3:2])=[O:14])[CH:24]=[CH:25][CH:26]=1. (2) Given the reactants [C:1]([O:5][C:6]([N:8]1[CH2:12][CH2:11][CH2:10][CH:9]1[C:13](=[O:33])[NH:14][C:15]1[CH:20]=[CH:19][C:18]([C:21]2[CH:26]=[CH:25][CH:24]=[CH:23][C:22]=2SC)=[CH:17][C:16]=1[C:29]([F:32])([F:31])[F:30])=[O:7])([CH3:4])([CH3:3])[CH3:2].O[O:35][S:36]([O-:38])=O.[K+].[C:40](#N)C, predict the reaction product. The product is: [C:1]([O:5][C:6]([N:8]1[CH2:12][CH2:11][CH2:10][CH:9]1[C:13](=[O:33])[NH:14][C:15]1[CH:20]=[CH:19][C:18]([C:21]2[CH:22]=[CH:23][CH:24]=[CH:25][C:26]=2[S:36]([CH3:40])(=[O:38])=[O:35])=[CH:17][C:16]=1[C:29]([F:30])([F:31])[F:32])=[O:7])([CH3:2])([CH3:3])[CH3:4]. (3) Given the reactants [Cl:1][C:2]1[C:11]2[C:6](=[CH:7][C:8]([O:12][CH3:13])=[CH:9][CH:10]=2)[C:5]([CH:14]=[O:15])=[CH:4][N:3]=1.C1(C)C(S([CH2:25][N+:26]#[C-:27])(=O)=O)=CC=CC=1, predict the reaction product. The product is: [Cl:1][C:2]1[C:11]2[C:6](=[CH:7][C:8]([O:12][CH3:13])=[CH:9][CH:10]=2)[C:5]([C:14]2[O:15][CH:27]=[N:26][CH:25]=2)=[CH:4][N:3]=1. (4) Given the reactants [Cl-].[NH4+].ClCCl.[Br:6][C:7]1[CH:8]=[C:9]([OH:13])[CH:10]=[CH:11][CH:12]=1.Cl[C:15]([CH3:23])([CH2:17][CH2:18][C:19](Cl)([CH3:21])[CH3:20])[CH3:16], predict the reaction product. The product is: [Br:6][C:7]1[CH:8]=[C:9]([OH:13])[C:10]2[C:15]([CH3:23])([CH3:16])[CH2:17][CH2:18][C:19]([CH3:21])([CH3:20])[C:11]=2[CH:12]=1.